Dataset: Catalyst prediction with 721,799 reactions and 888 catalyst types from USPTO. Task: Predict which catalyst facilitates the given reaction. Reactant: [Br:1][C:2]1[CH:3]=[CH:4][C:5]([N+:15]([O-])=O)=[C:6]([CH:14]=1)[O:7][CH2:8][C:9]([N:11]([CH3:13])[CH3:12])=[O:10]. Product: [NH2:15][C:5]1[CH:4]=[CH:3][C:2]([Br:1])=[CH:14][C:6]=1[O:7][CH2:8][C:9]([N:11]([CH3:13])[CH3:12])=[O:10]. The catalyst class is: 8.